From a dataset of Full USPTO retrosynthesis dataset with 1.9M reactions from patents (1976-2016). Predict the reactants needed to synthesize the given product. (1) The reactants are: [CH3:1][O:2][N:3](C)[C:4](C1N=CN(C2C=C(C3C=CC=CC=3)C=CC=2)C=1)=O.[F:24][C:25]1[C:30]([C:31]2[CH:36]=[CH:35][CH:34]=[C:33]([N:37]3[CH:41]=[C:40]([C:42](Cl)=[O:43])[N:39]=[CH:38]3)[CH:32]=2)=[C:29]([O:45][CH3:46])[CH:28]=[CH:27][CH:26]=1. Given the product [CH3:1][O:2][N:3]([CH3:4])[C:42]([C:40]1[N:39]=[CH:38][N:37]([C:33]2[CH:32]=[C:31]([C:30]3[C:25]([F:24])=[CH:26][CH:27]=[CH:28][C:29]=3[O:45][CH3:46])[CH:36]=[CH:35][CH:34]=2)[CH:41]=1)=[O:43], predict the reactants needed to synthesize it. (2) Given the product [CH2:1]([O:8][C:9](=[O:33])[C@@H:10]([NH:20][C:21](=[O:32])[C@@H:22]([NH:24][C:59]([CH:51]1[CH2:50][C:58]2[C:53](=[CH:54][CH:55]=[CH:56][CH:57]=2)[CH2:52]1)=[O:61])[CH3:23])[CH2:11][C:12]1[CH:13]=[CH:14][C:15]([O:18][CH3:19])=[CH:16][CH:17]=1)[C:2]1[CH:3]=[CH:4][CH:5]=[CH:6][CH:7]=1, predict the reactants needed to synthesize it. The reactants are: [CH2:1]([O:8][C:9](=[O:33])[C@@H:10]([NH:20][C:21](=[O:32])[C@@H:22]([NH:24]C(OC(C)(C)C)=O)[CH3:23])[CH2:11][C:12]1[CH:17]=[CH:16][C:15]([O:18][CH3:19])=[CH:14][CH:13]=1)[C:2]1[CH:7]=[CH:6][CH:5]=[CH:4][CH:3]=1.FC(F)(F)C(O)=O.C(N(CC)C(C)C)(C)C.[CH2:50]1[C:58]2[C:53](=[CH:54][CH:55]=[CH:56][CH:57]=2)[CH2:52][CH:51]1[C:59]([OH:61])=O.CN(C(ON1N=NC2C=CC=NC1=2)=[N+](C)C)C.F[P-](F)(F)(F)(F)F. (3) Given the product [OH:2][CH2:1][C:3]1[CH:8]=[CH:7][C:6]([CH2:9][CH2:10][C:11]([O:13][CH2:14][CH3:15])=[O:12])=[CH:5][CH:4]=1, predict the reactants needed to synthesize it. The reactants are: [CH:1]([C:3]1[CH:8]=[CH:7][C:6](/[CH:9]=[CH:10]/[C:11]([O:13][CH2:14][CH3:15])=[O:12])=[CH:5][CH:4]=1)=[O:2].